Dataset: hERG Central: cardiac toxicity at 1µM, 10µM, and general inhibition. Task: Predict hERG channel inhibition at various concentrations. (1) The compound is CN1CCN(c2ccc(-c3cccc(NC(=O)COc4ccc(Cl)cc4)c3)nn2)CC1. Results: hERG_inhib (hERG inhibition (general)): blocker. (2) The molecule is COc1ccc(N2CCN(CC(O)COCCOc3ccc(Br)cc3)CC2)cc1.Cl. Results: hERG_inhib (hERG inhibition (general)): blocker. (3) The compound is Brc1ccc2c(c1)OCCOCCOCCOCCOCCO2. Results: hERG_inhib (hERG inhibition (general)): blocker. (4) The drug is O=C(COc1ccccc1)N1CCN(c2ncnc3c2cnn3-c2ccccc2)CC1. Results: hERG_inhib (hERG inhibition (general)): blocker.